Dataset: NCI-60 drug combinations with 297,098 pairs across 59 cell lines. Task: Regression. Given two drug SMILES strings and cell line genomic features, predict the synergy score measuring deviation from expected non-interaction effect. (1) Drug 1: C1=CC(=CC=C1C#N)C(C2=CC=C(C=C2)C#N)N3C=NC=N3. Drug 2: CCN(CC)CCCC(C)NC1=C2C=C(C=CC2=NC3=C1C=CC(=C3)Cl)OC. Cell line: KM12. Synergy scores: CSS=26.5, Synergy_ZIP=0.160, Synergy_Bliss=6.72, Synergy_Loewe=8.11, Synergy_HSA=7.26. (2) Drug 1: CC1=CC=C(C=C1)C2=CC(=NN2C3=CC=C(C=C3)S(=O)(=O)N)C(F)(F)F. Drug 2: COCCOC1=C(C=C2C(=C1)C(=NC=N2)NC3=CC=CC(=C3)C#C)OCCOC.Cl. Cell line: HS 578T. Synergy scores: CSS=-6.23, Synergy_ZIP=-0.468, Synergy_Bliss=-6.87, Synergy_Loewe=-5.76, Synergy_HSA=-6.45. (3) Drug 1: CC1=CC=C(C=C1)C2=CC(=NN2C3=CC=C(C=C3)S(=O)(=O)N)C(F)(F)F. Drug 2: C1=CN(C=N1)CC(O)(P(=O)(O)O)P(=O)(O)O. Cell line: TK-10. Synergy scores: CSS=0.274, Synergy_ZIP=-0.626, Synergy_Bliss=-2.60, Synergy_Loewe=-3.51, Synergy_HSA=-3.13. (4) Drug 1: C1CCC(C1)C(CC#N)N2C=C(C=N2)C3=C4C=CNC4=NC=N3. Drug 2: C(=O)(N)NO. Cell line: SF-539. Synergy scores: CSS=7.28, Synergy_ZIP=-2.92, Synergy_Bliss=-1.07, Synergy_Loewe=1.05, Synergy_HSA=1.00. (5) Drug 1: CN1C2=C(C=C(C=C2)N(CCCl)CCCl)N=C1CCCC(=O)O.Cl. Drug 2: CC12CCC3C(C1CCC2O)C(CC4=C3C=CC(=C4)O)CCCCCCCCCS(=O)CCCC(C(F)(F)F)(F)F. Cell line: NCIH23. Synergy scores: CSS=3.26, Synergy_ZIP=-1.69, Synergy_Bliss=-3.09, Synergy_Loewe=2.76, Synergy_HSA=-1.11. (6) Drug 1: CC1=C2C(C(=O)C3(C(CC4C(C3C(C(C2(C)C)(CC1OC(=O)C(C(C5=CC=CC=C5)NC(=O)OC(C)(C)C)O)O)OC(=O)C6=CC=CC=C6)(CO4)OC(=O)C)O)C)O. Drug 2: C1=NC2=C(N1)C(=S)N=CN2. Cell line: U251. Synergy scores: CSS=58.9, Synergy_ZIP=2.97, Synergy_Bliss=4.77, Synergy_Loewe=-10.5, Synergy_HSA=-0.0101.